From a dataset of Catalyst prediction with 721,799 reactions and 888 catalyst types from USPTO. Predict which catalyst facilitates the given reaction. (1) Reactant: [Br:1][C:2]1[CH:7]=[CH:6][C:5]([CH2:8]Br)=[C:4]([F:10])[CH:3]=1.[C-:11]#[N:12].[Na+]. Product: [Br:1][C:2]1[CH:7]=[CH:6][C:5]([CH2:8][C:11]#[N:12])=[C:4]([F:10])[CH:3]=1. The catalyst class is: 40. (2) Reactant: [NH2:1][C:2]1[S:3][C:4]2[CH2:32][CH2:31][CH2:30][CH2:29][C:5]=2[C:6]=1[C:7]([NH:9][C:10]1[CH:15]=[CH:14][C:13]([CH2:16][CH2:17][CH2:18][C:19]2[CH:28]=[CH:27][C:22]([C:23]([O:25][CH3:26])=[O:24])=[CH:21][CH:20]=2)=[CH:12][CH:11]=1)=[O:8].C(N(CC)CC)C.[Cl:40][S:41]([C:44]1[CH:45]=[C:46]([CH:50]=[CH:51][CH:52]=1)[C:47](Cl)=[O:48])(=[O:43])=[O:42]. Product: [Cl:40][S:41]([C:44]1[CH:45]=[C:46]([CH:50]=[CH:51][CH:52]=1)[C:47]([NH:1][C:2]1[S:3][C:4]2[CH2:32][CH2:31][CH2:30][CH2:29][C:5]=2[C:6]=1[C:7]([NH:9][C:10]1[CH:11]=[CH:12][C:13]([CH2:16][CH2:17][CH2:18][C:19]2[CH:20]=[CH:21][C:22]([C:23]([O:25][CH3:26])=[O:24])=[CH:27][CH:28]=2)=[CH:14][CH:15]=1)=[O:8])=[O:48])(=[O:43])=[O:42]. The catalyst class is: 4.